This data is from Catalyst prediction with 721,799 reactions and 888 catalyst types from USPTO. The task is: Predict which catalyst facilitates the given reaction. Reactant: [C:1]([O:5][C:6]([N:8]1[CH2:13][CH:12]2[C:10]([C:14]3[CH:19]=[CH:18][C:17](Br)=[CH:16][CH:15]=3)([CH2:11]2)[CH2:9]1)=[O:7])([CH3:4])([CH3:3])[CH3:2].CC(C)([O-])C.[Na+].[CH2:27]([N:29]1[C:35](=[O:36])[CH2:34][CH2:33][NH:32][CH2:31][CH2:30]1)[CH3:28]. Product: [C:1]([O:5][C:6]([N:8]1[CH2:13][CH:12]2[C:10]([C:14]3[CH:19]=[CH:18][C:17]([N:32]4[CH2:33][CH2:34][C:35](=[O:36])[N:29]([CH2:27][CH3:28])[CH2:30][CH2:31]4)=[CH:16][CH:15]=3)([CH2:11]2)[CH2:9]1)=[O:7])([CH3:4])([CH3:3])[CH3:2]. The catalyst class is: 733.